This data is from Peptide-MHC class I binding affinity with 185,985 pairs from IEDB/IMGT. The task is: Regression. Given a peptide amino acid sequence and an MHC pseudo amino acid sequence, predict their binding affinity value. This is MHC class I binding data. (1) The peptide sequence is DRKLRINSL. The MHC is HLA-A02:01 with pseudo-sequence HLA-A02:01. The binding affinity (normalized) is 0. (2) The peptide sequence is LQMNSLRAEDT. The MHC is HLA-A68:02 with pseudo-sequence HLA-A68:02. The binding affinity (normalized) is 0.